This data is from Reaction yield outcomes from USPTO patents with 853,638 reactions. The task is: Predict the reaction yield, written as a fraction of the theoretical maximum amount of product (1.0 means a 100% yield; for example, 0.34 means a 34% yield). (1) The reactants are [CH3:1][N:2]([CH2:10][CH2:11][C:12]([CH3:27])([S:14]([C:17]1[CH:22]=[CH:21][CH:20]=[C:19]([C:23]([F:26])([F:25])[F:24])[CH:18]=1)(=[O:16])=[O:15])[CH3:13])C(=O)OC(C)(C)C.[ClH:28]. The catalyst is CCOC(C)=O. The product is [ClH:28].[CH3:1][NH:2][CH2:10][CH2:11][C:12]([CH3:27])([S:14]([C:17]1[CH:22]=[CH:21][CH:20]=[C:19]([C:23]([F:25])([F:26])[F:24])[CH:18]=1)(=[O:16])=[O:15])[CH3:13]. The yield is 0.820. (2) The reactants are [NH2:1][C:2]1[CH:7]=[CH:6][C:5]([B:8]2[O:16][C:13]([CH3:15])([CH3:14])[C:10]([CH3:12])([CH3:11])[O:9]2)=[CH:4][CH:3]=1.[CH:17]1[C:29]2[CH:28]([CH2:30][O:31][C:32]([NH:34][C@H:35]([CH:44]([CH3:46])[CH3:45])[C:36]([NH:38][CH:39]([CH3:43])[C:40](O)=[O:41])=[O:37])=[O:33])[C:27]3[C:22](=[CH:23][CH:24]=[CH:25][CH:26]=3)[C:21]=2[CH:20]=[CH:19][CH:18]=1.C1CCC(N=C=NC2CCCCC2)CC1. The catalyst is CN(C1C=CN=CC=1)C.C(Cl)Cl. The product is [CH3:45][CH:44]([CH3:46])[C@H:35]([NH:34][C:32](=[O:33])[O:31][CH2:30][CH:28]1[C:27]2[CH:26]=[CH:25][CH:24]=[CH:23][C:22]=2[C:21]2[C:29]1=[CH:17][CH:18]=[CH:19][CH:20]=2)[C:36](=[O:37])[NH:38][C@@H:39]([CH3:43])[C:40](=[O:41])[NH:1][C:2]1[CH:7]=[CH:6][C:5]([B:8]2[O:16][C:13]([CH3:15])([CH3:14])[C:10]([CH3:11])([CH3:12])[O:9]2)=[CH:4][CH:3]=1. The yield is 0.880. (3) The reactants are [Br:1][C:2]1[CH:8]=[C:7]([CH:9]([CH3:11])[CH3:10])[C:5](N)=[C:4]([CH:12]([CH3:14])[CH3:13])[CH:3]=1.N([O-])=O.[Na+].[PH2](O)=O. The catalyst is Cl. The product is [Br:1][C:2]1[CH:8]=[C:7]([CH:9]([CH3:10])[CH3:11])[CH:5]=[C:4]([CH:12]([CH3:14])[CH3:13])[CH:3]=1. The yield is 0.620. (4) The yield is 0.750. The product is [CH2:35]([C:21]1[N:20]=[N:19][N:18]([C:15]2[CH:16]=[CH:17][C:12]([C:9]3[CH:10]=[CH:11][C:6]([CH2:5][C:4]([OH:37])=[O:3])=[CH:7][CH:8]=3)=[CH:13][CH:14]=2)[C:22]=1[NH:23][C:24]([O:26][C@@H:27]([C:29]1[CH:30]=[CH:31][CH:32]=[CH:33][CH:34]=1)[CH3:28])=[O:25])[CH3:36]. The catalyst is C1COCC1.C(O)C.O. The reactants are C([O:3][C:4](=[O:37])[CH2:5][C:6]1[CH:11]=[CH:10][C:9]([C:12]2[CH:17]=[CH:16][C:15]([N:18]3[C:22]([NH:23][C:24]([O:26][C@@H:27]([C:29]4[CH:34]=[CH:33][CH:32]=[CH:31][CH:30]=4)[CH3:28])=[O:25])=[C:21]([CH2:35][CH3:36])[N:20]=[N:19]3)=[CH:14][CH:13]=2)=[CH:8][CH:7]=1)C.[OH-].[Na+]. (5) The reactants are [Cl:1][C:2]1[C:6]([N:7]([CH2:14][CH3:15])[C:8](=[O:13])[CH2:9][CH2:10][S:11][CH3:12])=[CH:5][N:4]([C:16]2[CH:17]=[N:18][CH:19]=[CH:20][CH:21]=2)[N:3]=1.B1([O-])O[O:23]1.O.O.O.O.[Na+].C([O-])(O)=O.[Na+].C(OCC)(=O)C. The catalyst is C(O)(=O)C. The product is [Cl:1][C:2]1[C:6]([N:7]([CH2:14][CH3:15])[C:8](=[O:13])[CH2:9][CH2:10][S:11]([CH3:12])=[O:23])=[CH:5][N:4]([C:16]2[CH:17]=[N:18][CH:19]=[CH:20][CH:21]=2)[N:3]=1. The yield is 0.400. (6) The reactants are [CH2:1]([C:8]1[O:9][C:10]([CH3:29])=[C:11]([CH3:28])[C:12]=1[C:13]([C:15]1[CH:20]=[CH:19][C:18]([O:21]C)=[C:17]([CH:23]2[CH2:27][CH2:26][CH2:25][CH2:24]2)[CH:16]=1)=[O:14])[C:2]1[CH:7]=[CH:6][CH:5]=[CH:4][CH:3]=1.B(Br)(Br)Br.C(Cl)Cl. The catalyst is C(Cl)Cl. The product is [CH2:1]([C:8]1[O:9][C:10]([CH3:29])=[C:11]([CH3:28])[C:12]=1[C:13]([C:15]1[CH:20]=[CH:19][C:18]([OH:21])=[C:17]([CH:23]2[CH2:27][CH2:26][CH2:25][CH2:24]2)[CH:16]=1)=[O:14])[C:2]1[CH:3]=[CH:4][CH:5]=[CH:6][CH:7]=1. The yield is 0.360. (7) The yield is 0.760. The product is [F:8][C:4]1[CH:5]=[CH:6][CH:7]=[C:2]([F:1])[C:3]=1[N:9]1[C:14]2[N:15]=[C:16]([S:37]([CH3:38])=[O:48])[N:17]=[C:18]([C:19]3[CH:20]=[C:21]([CH:33]=[CH:34][C:35]=3[CH3:36])[C:22]([NH:24][CH2:25][CH2:26][C:27]3[CH:28]=[CH:29][CH:30]=[CH:31][CH:32]=3)=[O:23])[C:13]=2[CH:12]=[CH:11][C:10]1=[O:39]. The reactants are [F:1][C:2]1[CH:7]=[CH:6][CH:5]=[C:4]([F:8])[C:3]=1[N:9]1[C:14]2[N:15]=[C:16]([S:37][CH3:38])[N:17]=[C:18]([C:19]3[CH:20]=[C:21]([CH:33]=[CH:34][C:35]=3[CH3:36])[C:22]([NH:24][CH2:25][CH2:26][C:27]3[CH:32]=[CH:31][CH:30]=[CH:29][CH:28]=3)=[O:23])[C:13]=2[CH:12]=[CH:11][C:10]1=[O:39].C1C=C(Cl)C=C(C(OO)=[O:48])C=1. The catalyst is ClCCl. (8) The yield is 0.770. The product is [OH:2][CH2:1][C:3]1[CH:28]=[CH:27][C:6]([C:7]([NH:9][C:10]2[S:11][C:12]3[C:18]([C:19]4[CH:24]=[CH:23][CH:22]=[CH:21][CH:20]=4)=[CH:17][CH:16]=[C:15]([O:25][CH3:26])[C:13]=3[N:14]=2)=[O:8])=[CH:5][CH:4]=1. The catalyst is C1COCC1. The reactants are [CH:1]([C:3]1[CH:28]=[CH:27][C:6]([C:7]([NH:9][C:10]2[S:11][C:12]3[C:18]([C:19]4[CH:24]=[CH:23][CH:22]=[CH:21][CH:20]=4)=[CH:17][CH:16]=[C:15]([O:25][CH3:26])[C:13]=3[N:14]=2)=[O:8])=[CH:5][CH:4]=1)=[O:2].[BH4-].[Na+].O.Cl. (9) The reactants are C([O:5][C:6](=O)[NH:7][C:8]1[S:9][C:10]2[C:16]([C:17]3[CH:22]=[CH:21][CH:20]=[CH:19][CH:18]=3)=[CH:15][CH:14]=[C:13]([O:23][CH3:24])[C:11]=2[N:12]=1)(C)(C)C.[CH3:26][N:27]([C:29]1[CH:34]=[CH:33][CH:32]=[CH:31][N:30]=1)C.[ClH:35].[CH3:36]CO. No catalyst specified. The product is [ClH:35].[CH3:24][O:23][C:13]1[C:11]2[N:12]=[C:8]([N:7]([CH3:36])[C:6](=[O:5])[N:27]([CH3:26])[C:29]3[CH:34]=[CH:33][CH:32]=[CH:31][N:30]=3)[S:9][C:10]=2[C:16]([C:17]2[CH:22]=[CH:21][CH:20]=[CH:19][CH:18]=2)=[CH:15][CH:14]=1. The yield is 0.700.